The task is: Predict which catalyst facilitates the given reaction.. This data is from Catalyst prediction with 721,799 reactions and 888 catalyst types from USPTO. Reactant: [C:1]1([CH2:7][CH:8]([OH:35])[CH2:9][C:10]([C:12]2([CH2:25][CH2:26][O:27][Si:28]([C:31]([CH3:34])([CH3:33])[CH3:32])([CH3:30])[CH3:29])[CH2:17][CH2:16][N:15]([C:18]([O:20][C:21]([CH3:24])([CH3:23])[CH3:22])=[O:19])[CH2:14][CH2:13]2)=[O:11])[CH:6]=[CH:5][CH:4]=[CH:3][CH:2]=1.CC(OI1(OC(C)=O)(OC(C)=O)OC(=O)C2C=CC=CC1=2)=O. Product: [C:1]1([CH2:7][C:8](=[O:35])[CH2:9][C:10]([C:12]2([CH2:25][CH2:26][O:27][Si:28]([C:31]([CH3:34])([CH3:33])[CH3:32])([CH3:30])[CH3:29])[CH2:17][CH2:16][N:15]([C:18]([O:20][C:21]([CH3:24])([CH3:22])[CH3:23])=[O:19])[CH2:14][CH2:13]2)=[O:11])[CH:6]=[CH:5][CH:4]=[CH:3][CH:2]=1. The catalyst class is: 158.